This data is from Forward reaction prediction with 1.9M reactions from USPTO patents (1976-2016). The task is: Predict the product of the given reaction. (1) Given the reactants [C:1]([O:5][C:6]([N:8]1[CH2:13][C@@H:12]([C:14](=[O:37])[NH:15][CH2:16][C:17]2([CH2:31][CH2:32][CH2:33][CH2:34][O:35][CH3:36])[C:30]3[CH:29]=[CH:28][CH:27]=[CH:26][C:25]=3[O:24][C:23]3[C:18]2=[CH:19][CH:20]=[CH:21][CH:22]=3)[CH2:11][C@@H:10]([NH:38][S:39]([C:42]2[CH:47]=[CH:46][C:45]([CH2:48][CH2:49][CH2:50]OS(C)(=O)=O)=[CH:44][CH:43]=2)(=[O:41])=[O:40])[CH2:9]1)=[O:7])([CH3:4])([CH3:3])[CH3:2].[CH3:56][NH:57][CH3:58], predict the reaction product. The product is: [C:1]([O:5][C:6]([N:8]1[CH2:13][C@@H:12]([C:14](=[O:37])[NH:15][CH2:16][C:17]2([CH2:31][CH2:32][CH2:33][CH2:34][O:35][CH3:36])[C:30]3[CH:29]=[CH:28][CH:27]=[CH:26][C:25]=3[O:24][C:23]3[C:18]2=[CH:19][CH:20]=[CH:21][CH:22]=3)[CH2:11][C@@H:10]([NH:38][S:39]([C:42]2[CH:47]=[CH:46][C:45]([CH2:48][CH2:49][CH2:50][N:57]([CH3:58])[CH3:56])=[CH:44][CH:43]=2)(=[O:40])=[O:41])[CH2:9]1)=[O:7])([CH3:3])([CH3:4])[CH3:2]. (2) Given the reactants [CH:1]1([S:6]([C:8]2[CH:9]=[C:10]([CH:16]=[CH:17][CH:18]=2)[CH2:11][O:12][CH2:13][CH2:14][OH:15])=[O:7])[CH2:5][CH2:4][CH2:3][CH2:2]1.ClC1C=CC=C(C(OO)=[O:27])C=1, predict the reaction product. The product is: [CH:1]1([S:6]([C:8]2[CH:9]=[C:10]([CH:16]=[CH:17][CH:18]=2)[CH2:11][O:12][CH2:13][CH2:14][OH:15])(=[O:27])=[O:7])[CH2:5][CH2:4][CH2:3][CH2:2]1. (3) Given the reactants C(OC([N:8]1[CH2:13][CH2:12][N:11]([C:14]2[C:23]([F:24])=[CH:22][C:17]3[NH:18][C:19](=[S:21])[NH:20][C:16]=3[CH:15]=2)[CH2:10][CH2:9]1)=O)(C)(C)C.C(OC(N1CCN([C:38]2[C:47]([Cl:48])=[CH:46]C3NC(=S)N[C:40]=3[CH:39]=2)CC1)=O)(C)(C)C, predict the reaction product. The product is: [ClH:48].[ClH:48].[CH2:39]([CH:38]([S:21][C:19]1[NH:18][C:17]2[CH:22]=[C:23]([F:24])[C:14]([N:11]3[CH2:10][CH2:9][NH:8][CH2:13][CH2:12]3)=[CH:15][C:16]=2[N:20]=1)[CH2:47][CH3:46])[CH3:40].